From a dataset of Reaction yield outcomes from USPTO patents with 853,638 reactions. Predict the reaction yield, written as a fraction of the theoretical maximum amount of product (1.0 means a 100% yield; for example, 0.34 means a 34% yield). The reactants are [CH2:1]([N:8]1[CH2:13][C:12]([CH3:15])([CH3:14])[C:11](=O)[CH:10]([C:17]([O:19][CH2:20][CH3:21])=[O:18])[CH2:9]1)[C:2]1[CH:7]=[CH:6][CH:5]=[CH:4][CH:3]=1.C([O-])(=O)C.[NH4+:26]. The catalyst is CO. The product is [NH2:26][C:11]1[C:12]([CH3:15])([CH3:14])[CH2:13][N:8]([CH2:1][C:2]2[CH:7]=[CH:6][CH:5]=[CH:4][CH:3]=2)[CH2:9][C:10]=1[C:17]([O:19][CH2:20][CH3:21])=[O:18]. The yield is 1.00.